From a dataset of Full USPTO retrosynthesis dataset with 1.9M reactions from patents (1976-2016). Predict the reactants needed to synthesize the given product. (1) Given the product [NH2:19][C:17](=[O:18])[C@@H:16]([NH:15][C:13]([C:4]1[N:3]=[C:2]([Br:1])[N:6]2[CH2:7][CH2:8][CH2:9][N:10]([CH3:12])[CH2:11][C:5]=12)=[O:14])[CH2:21][CH:22]([CH3:24])[CH3:23], predict the reactants needed to synthesize it. The reactants are: [Br:1][C:2]1[N:6]2[CH2:7][CH2:8][CH2:9][N:10]([CH3:12])[CH2:11][C:5]2=[C:4]([C:13]([NH:15][C@@H:16]([CH2:21][CH:22]([CH3:24])[CH3:23])[C:17]([NH:19]C)=[O:18])=[O:14])[N:3]=1.N[C@H](C(N)=O)CC(C)C. (2) Given the product [C:1]([C:3]1[CH:8]=[CH:7][C:6]([C:9]2([F:33])[CH2:14][CH2:13][N:12]([C:15]([O:17][C:18]([CH3:21])([CH3:20])[CH3:19])=[O:16])[CH2:11][CH2:10]2)=[CH:5][CH:4]=1)#[N:2], predict the reactants needed to synthesize it. The reactants are: [C:1]([C:3]1[CH:8]=[CH:7][C:6]([C:9]2(O)[CH2:14][CH2:13][N:12]([C:15]([O:17][C:18]([CH3:21])([CH3:20])[CH3:19])=[O:16])[CH2:11][CH2:10]2)=[CH:5][CH:4]=1)#[N:2].COCCN(S(F)(F)[F:33])CCOC. (3) Given the product [OH:37][C:34]1([C:32]([N:1]2[CH2:2][CH2:3][CH:4]([NH:7][C:8]([C:10]3[C:14]4[N:15]=[CH:16][N:17]=[C:18]([C:19]5[CH:24]=[C:23]([CH3:25])[CH:22]=[CH:21][C:20]=5[O:26][CH2:27][CH:28]5[CH2:29][CH2:30]5)[C:13]=4[NH:12][CH:11]=3)=[O:9])[CH2:5][CH2:6]2)=[O:33])[CH2:36][CH2:35]1, predict the reactants needed to synthesize it. The reactants are: [NH:1]1[CH2:6][CH2:5][CH:4]([NH:7][C:8]([C:10]2[C:14]3[N:15]=[CH:16][N:17]=[C:18]([C:19]4[CH:24]=[C:23]([CH3:25])[CH:22]=[CH:21][C:20]=4[O:26][CH2:27][CH:28]4[CH2:30][CH2:29]4)[C:13]=3[NH:12][CH:11]=2)=[O:9])[CH2:3][CH2:2]1.Cl[C:32]([C:34]1([O:37]C(=O)C)[CH2:36][CH2:35]1)=[O:33]. (4) Given the product [Cl:1][C:2]1[S:6][C:5]([C:7]([NH:9][CH2:10][C@H:11]2[C@H:19]3[N:14]([C:15]4[CH:23]=[CH:22][C:21]([C:43]5[CH:44]=[CH:45][CH:46]=[CH:47][C:42]=5[S:39]([NH:38][C:34]([CH3:37])([CH3:36])[CH3:35])(=[O:40])=[O:41])=[CH:20][C:16]=4[O:17][CH2:18]3)[C:13](=[O:33])[O:12]2)=[O:8])=[CH:4][CH:3]=1, predict the reactants needed to synthesize it. The reactants are: [Cl:1][C:2]1[S:6][C:5]([C:7]([NH:9][CH2:10][C@H:11]2[C@H:19]3[N:14]([C:15]4[CH:23]=[CH:22][C:21](B5OC(C)(C)C(C)(C)O5)=[CH:20][C:16]=4[O:17][CH2:18]3)[C:13](=[O:33])[O:12]2)=[O:8])=[CH:4][CH:3]=1.[C:34]([NH:38][S:39]([C:42]1[CH:47]=[CH:46][CH:45]=[CH:44][C:43]=1Br)(=[O:41])=[O:40])([CH3:37])([CH3:36])[CH3:35].C(=O)([O-])[O-].[Cs+].[Cs+].CC(=O)OCC. (5) Given the product [Cl:45][C:46]1[CH:47]=[CH:48][C:49]([O:75][CH3:76])=[C:50]([CH:74]=1)[CH2:51][C@@H:52]1[C:53](=[O:73])[N:54]([C:1]([NH:25][C@@H:26]([C:29]2[CH:41]=[CH:40][C:32]([C:33]([O:35][C:36]([CH3:38])([CH3:39])[CH3:37])=[O:34])=[C:31]([N+:42]([O-:44])=[O:43])[CH:30]=2)[CH2:27][CH3:28])=[O:5])[CH2:55][C:56](=[O:72])[N:57]([CH2:59][C:60]2[C:61]([O:70][CH3:71])=[CH:62][C:63]([O:68][CH3:69])=[CH:64][C:65]=2[O:66][CH3:67])[CH2:58]1, predict the reactants needed to synthesize it. The reactants are: [C:1]([O:5]C(OC(OC(C)(C)C)=O)=O)(C)(C)C.CN(C1C=CC=CN=1)C.[NH2:25][C@@H:26]([C:29]1[CH:41]=[CH:40][C:32]([C:33]([O:35][C:36]([CH3:39])([CH3:38])[CH3:37])=[O:34])=[C:31]([N+:42]([O-:44])=[O:43])[CH:30]=1)[CH2:27][CH3:28].[Cl:45][C:46]1[CH:47]=[CH:48][C:49]([O:75][CH3:76])=[C:50]([CH:74]=1)[CH2:51][C@H:52]1[CH2:58][N:57]([CH2:59][C:60]2[C:65]([O:66][CH3:67])=[CH:64][C:63]([O:68][CH3:69])=[CH:62][C:61]=2[O:70][CH3:71])[C:56](=[O:72])[CH2:55][NH:54][C:53]1=[O:73].CC(C)([O-])C.[K+]. (6) Given the product [CH3:20][O:21][CH:42]([O:41][CH3:40])[CH2:38][NH:17][C:13]1[CH:12]=[CH:11][C:10]2[C:15](=[CH:16][N:8]([CH2:7][CH2:6][N:1]3[CH2:2][CH2:3][CH2:4][CH2:5]3)[N:9]=2)[CH:14]=1, predict the reactants needed to synthesize it. The reactants are: [N:1]1([CH2:6][CH2:7][N:8]2[CH:16]=[C:15]3[C:10]([CH:11]=[CH:12][C:13]([NH2:17])=[CH:14]3)=[N:9]2)[CH2:5][CH2:4][CH2:3][CH2:2]1.CC(=O)[C:20](C)=[O:21].[BH-](OC(C)=O)(OC(C)=O)OC(C)=O.[Na+].[CH2:38]1[CH2:42][O:41][CH2:40]C1.